From a dataset of Reaction yield outcomes from USPTO patents with 853,638 reactions. Predict the reaction yield, written as a fraction of the theoretical maximum amount of product (1.0 means a 100% yield; for example, 0.34 means a 34% yield). (1) The reactants are C(N1C=CN=C1)(N1C=CN=C1)=O.[CH3:13][C:14]1[CH:15]=[C:16]([CH:20]=[CH:21][C:22]=1[N+:23]([O-:25])=[O:24])[C:17]([OH:19])=O.[CH2:26]([O:28][C:29](=[O:34])[CH2:30]C(O)=O)[CH3:27]. The catalyst is O1CCCC1.C(OCC)(=O)C. The product is [CH3:13][C:14]1[CH:15]=[C:16]([C:17](=[O:19])[CH2:30][C:29]([O:28][CH2:26][CH3:27])=[O:34])[CH:20]=[CH:21][C:22]=1[N+:23]([O-:25])=[O:24]. The yield is 0.780. (2) The reactants are [CH:1]([C:4]1[CH:10]=[CH:9][CH:8]=[C:7]([CH:11]([CH3:13])[CH3:12])[C:5]=1[NH2:6])([CH3:3])[CH3:2].[C:14]([C:18]1[CH:23]=[CH:22][CH:21]=[CH:20][CH:19]=1)(=O)[CH2:15][CH3:16].CC1C=CC(S(O)(=O)=O)=CC=1. No catalyst specified. The product is [CH:11]([C:7]1[CH:8]=[CH:9][CH:10]=[C:4]([CH:1]([CH3:3])[CH3:2])[C:5]=1[N:6]=[C:14]([C:18]1[CH:23]=[CH:22][CH:21]=[CH:20][CH:19]=1)[CH2:15][CH3:16])([CH3:13])[CH3:12]. The yield is 0.733. (3) The reactants are Cl[C:2]1[CH:7]=[C:6]([O:8][CH2:9][C:10]2[CH:11]=[N:12][C:13]([CH3:16])=[CH:14][CH:15]=2)[CH:5]=[CH:4][N:3]=1.C([O-])(=[O:19])C.[NH4+]. The catalyst is C(O)=O.O. The product is [CH3:16][C:13]1[N:12]=[CH:11][C:10]([CH2:9][O:8][C:6]2[CH:5]=[CH:4][NH:3][C:2](=[O:19])[CH:7]=2)=[CH:15][CH:14]=1. The yield is 0.770. (4) The reactants are [Br:1][C:2]1[CH:10]=[C:6]([C:7]([OH:9])=O)[C:5]([OH:11])=[CH:4][CH:3]=1.[CH3:12][O:13][C:14](=[O:28])[CH2:15][C:16]1[S:20][C:19]([NH2:21])=[N:18][C:17]=1[C:22]1[CH:27]=[CH:26][CH:25]=[CH:24][CH:23]=1. No catalyst specified. The product is [CH3:12][O:13][C:14](=[O:28])[CH2:15][C:16]1[S:20][C:19]([NH:21][C:7](=[O:9])[C:6]2[CH:10]=[C:2]([Br:1])[CH:3]=[CH:4][C:5]=2[OH:11])=[N:18][C:17]=1[C:22]1[CH:27]=[CH:26][CH:25]=[CH:24][CH:23]=1. The yield is 0.321. (5) The reactants are [OH:1][CH2:2][CH2:3][N:4]([CH2:12][C:13]([N:15]1[CH2:20][CH2:19][S:18][C:17]2[CH:21]=[CH:22][C:23]([N+:25]([O-:27])=[O:26])=[CH:24][C:16]1=2)=O)[C:5](=[O:11])[O:6][C:7]([CH3:10])([CH3:9])[CH3:8].B.O1CCCC1. The catalyst is O1CCCC1.C(OCC)(=O)C. The product is [OH:1][CH2:2][CH2:3][N:4]([CH2:12][CH2:13][N:15]1[CH2:20][CH2:19][S:18][C:17]2[CH:21]=[CH:22][C:23]([N+:25]([O-:27])=[O:26])=[CH:24][C:16]1=2)[C:5](=[O:11])[O:6][C:7]([CH3:9])([CH3:10])[CH3:8]. The yield is 0.990. (6) The reactants are [N:1]1([C:5]2[CH:10]=[CH:9][N:8]3[CH:11]=[C:12]([C:14]4[CH:19]=[CH:18][C:17]([OH:20])=[CH:16][CH:15]=4)[N:13]=[C:7]3[CH:6]=2)[CH2:4][CH2:3][CH2:2]1.CC1C=CC(S(O[CH2:32][CH2:33][O:34][CH2:35][CH2:36][F:37])(=O)=O)=CC=1. No catalyst specified. The product is [N:1]1([C:5]2[CH:10]=[CH:9][N:8]3[CH:11]=[C:12]([C:14]4[CH:19]=[CH:18][C:17]([O:20][CH2:32][CH2:33][O:34][CH2:35][CH2:36][F:37])=[CH:16][CH:15]=4)[N:13]=[C:7]3[CH:6]=2)[CH2:2][CH2:3][CH2:4]1. The yield is 0.760.